From a dataset of Full USPTO retrosynthesis dataset with 1.9M reactions from patents (1976-2016). Predict the reactants needed to synthesize the given product. (1) Given the product [CH3:1][O:2][C:3]1[CH:4]=[CH:5][C:6]([CH2:7][CH:8]2[C:17]3[C:12](=[CH:13][C:14]([O:20][CH3:21])=[C:15]([O:18][CH3:19])[CH:16]=3)[CH2:11][CH2:10][N:9]2[CH2:25][C:26]([NH:39][CH:29]2[C:38]3[C:33](=[CH:34][CH:35]=[CH:36][CH:37]=3)[CH2:32][CH2:31][CH2:30]2)=[O:27])=[CH:22][CH:23]=1, predict the reactants needed to synthesize it. The reactants are: [CH3:1][O:2][C:3]1[CH:23]=[CH:22][C:6]([CH2:7][CH:8]2[C:17]3[C:12](=[CH:13][C:14]([O:20][CH3:21])=[C:15]([O:18][CH3:19])[CH:16]=3)[CH2:11][CH2:10][NH:9]2)=[CH:5][CH:4]=1.Br[CH2:25][C:26](Br)=[O:27].[CH:29]1([NH2:39])[C:38]2[C:33](=[CH:34][CH:35]=[CH:36][CH:37]=2)[CH2:32][CH2:31][CH2:30]1. (2) Given the product [Cl:18][C:15]1[CH:16]=[CH:17][C:12]([C:10]2[N:9]([C:19]3[CH:24]=[CH:23][CH:22]=[CH:21][C:20]=3[O:25][CH3:26])[N:8]=[C:7]([B:34]3[O:38][C:37]([CH3:40])([CH3:39])[C:36]([CH3:42])([CH3:41])[O:35]3)[CH:11]=2)=[CH:13][CH:14]=1, predict the reactants needed to synthesize it. The reactants are: FC(F)(F)S(O[C:7]1[CH:11]=[C:10]([C:12]2[CH:17]=[CH:16][C:15]([Cl:18])=[CH:14][CH:13]=2)[N:9]([C:19]2[CH:24]=[CH:23][CH:22]=[CH:21][C:20]=2[O:25][CH3:26])[N:8]=1)(=O)=O.C([O-])(=O)C.[K+].[B:34]1([B:34]2[O:38][C:37]([CH3:40])([CH3:39])[C:36]([CH3:42])([CH3:41])[O:35]2)[O:38][C:37]([CH3:40])([CH3:39])[C:36]([CH3:42])([CH3:41])[O:35]1.O1CCOCC1. (3) Given the product [NH2:1][C:2]1[CH:3]=[CH:4][C:5]([C:6]([O:8][CH2:9][CH3:10])=[O:7])=[CH:11][C:12]=1[I:13], predict the reactants needed to synthesize it. The reactants are: [NH2:1][C:2]1[CH:12]=[CH:11][C:5]([C:6]([O:8][CH2:9][CH3:10])=[O:7])=[CH:4][CH:3]=1.[I:13]I.ClC1C=CC=CC=1.OO. (4) Given the product [Cl:1][C:2]1[CH:10]=[C:9]2[C:5]([C:6]([C:18]([N:20]3[CH2:25][CH2:24][N:23]([C:26]4[CH:31]=[CH:30][CH:29]=[CH:28][C:27]=4[F:32])[CH2:22][CH2:21]3)=[O:19])=[CH:7][N:8]2[CH2:11][CH2:12][N:20]([CH3:21])[C:18](=[O:19])[CH3:6])=[CH:4][CH:3]=1, predict the reactants needed to synthesize it. The reactants are: [Cl:1][C:2]1[CH:10]=[C:9]2[C:5]([C:6]([C:18]([N:20]3[CH2:25][CH2:24][N:23]([C:26]4[CH:31]=[CH:30][CH:29]=[CH:28][C:27]=4[F:32])[CH2:22][CH2:21]3)=[O:19])=[CH:7][N:8]2[CH2:11][CH2:12]CS(N)(=O)=O)=[CH:4][CH:3]=1.[H-].[Na+].CI. (5) Given the product [F:1][C:2]1[CH:3]=[C:4]([CH2:8][CH2:9][CH2:10][C:11]2[O:15][N:14]=[C:13]([C:16]([OH:18])=[O:17])[CH:12]=2)[CH:5]=[CH:6][CH:7]=1, predict the reactants needed to synthesize it. The reactants are: [F:1][C:2]1[CH:3]=[C:4]([CH2:8][CH2:9][CH2:10][C:11]2[O:15][N:14]=[C:13]([C:16]([O:18]CC)=[O:17])[CH:12]=2)[CH:5]=[CH:6][CH:7]=1.[OH-].[K+].O. (6) Given the product [CH3:37][C:36]1[O:35][C:34]([C:38]2[CH:39]=[CH:40][CH:41]=[CH:42][CH:43]=2)=[N:33][C:32]=1[CH2:31][O:30][C:29]1[CH:28]=[CH:27][C:26]([CH2:25][O:3]/[N:4]=[C:5](/[C:11]2[CH:12]=[CH:13][C:14]([O:17][C:18]3[CH:19]=[CH:20][CH:21]=[CH:22][CH:23]=3)=[CH:15][CH:16]=2)\[C:6]([OH:8])=[O:7])=[CH:45][CH:44]=1, predict the reactants needed to synthesize it. The reactants are: [H-].[Na+].[OH:3]/[N:4]=[C:5](/[C:11]1[CH:16]=[CH:15][C:14]([O:17][C:18]2[CH:23]=[CH:22][CH:21]=[CH:20][CH:19]=2)=[CH:13][CH:12]=1)\[C:6]([O:8]CC)=[O:7].Cl[CH2:25][C:26]1[CH:45]=[CH:44][C:29]([O:30][CH2:31][C:32]2[N:33]=[C:34]([C:38]3[CH:43]=[CH:42][CH:41]=[CH:40][CH:39]=3)[O:35][C:36]=2[CH3:37])=[CH:28][CH:27]=1.Cl.C(=O)(O)[O-].[Na+]. (7) Given the product [Cl:1][C:2]1[N:7]=[CH:6][N:5]=[C:4]([O:8][CH2:9][CH2:10][CH2:11][C:12]2[N:13]=[C:14]3[C:19]([CH2:18][CH2:17][CH2:16][NH:15]3)=[CH:20][CH:21]=2)[C:3]=1[CH3:22], predict the reactants needed to synthesize it. The reactants are: [Cl:1][C:2]1[N:7]=[CH:6][N:5]=[C:4]([O:8][CH2:9][CH2:10][CH2:11][C:12]2[CH:21]=[CH:20][C:19]3[C:14](=[N:15][CH:16]=[CH:17][CH:18]=3)[N:13]=2)[C:3]=1[CH3:22]. (8) Given the product [Cl:16][C:8]1[N:7]=[CH:6][C:5]([C:10]([O:12][CH3:13])=[O:11])=[CH:4][C:3]=1[C:1]#[N:2], predict the reactants needed to synthesize it. The reactants are: [C:1]([C:3]1[C:8](=O)[NH:7][CH:6]=[C:5]([C:10]([O:12][CH3:13])=[O:11])[CH:4]=1)#[N:2].P(Cl)(Cl)([Cl:16])=O.C([O-])(=O)C.[Na+].